Predict the reactants needed to synthesize the given product. From a dataset of Full USPTO retrosynthesis dataset with 1.9M reactions from patents (1976-2016). (1) Given the product [CH:27]1([N:21]2[CH2:20][CH2:19][C:18]3[CH:24]=[CH:25][C:15]([C:12]4[CH:13]=[CH:14][C:9]([C:8]([NH:7][C:3]5[CH:2]=[N:1][CH:6]=[CH:5][CH:4]=5)=[O:26])=[CH:10][CH:11]=4)=[CH:16][C:17]=3[CH2:23][CH2:22]2)[CH2:30][CH2:29][CH2:28]1, predict the reactants needed to synthesize it. The reactants are: [N:1]1[CH:6]=[CH:5][CH:4]=[C:3]([NH:7][C:8](=[O:26])[C:9]2[CH:14]=[CH:13][C:12]([C:15]3[CH:25]=[CH:24][C:18]4[CH2:19][CH2:20][NH:21][CH2:22][CH2:23][C:17]=4[CH:16]=3)=[CH:11][CH:10]=2)[CH:2]=1.[C:27]1(=O)[CH2:30][CH2:29][CH2:28]1.C(O[BH-](OC(=O)C)OC(=O)C)(=O)C.[Na+]. (2) The reactants are: [CH3:1][O:2][C:3]1[C:4](=[O:25])[C:5]([CH3:24])=[C:6]([CH2:12][C:13]2[CH:18]=[CH:17][C:16]([CH:19]=[CH:20][C:21](O)=[O:22])=[CH:15][CH:14]=2)[C:7](=[O:11])[C:8]=1[O:9][CH3:10].[NH:26]1[CH2:31][CH2:30][O:29][CH2:28][CH2:27]1. Given the product [CH3:1][O:2][C:3]1[C:4](=[O:25])[C:5]([CH3:24])=[C:6]([CH2:12][C:13]2[CH:14]=[CH:15][C:16]([CH:19]=[CH:20][C:21]([N:26]3[CH2:31][CH2:30][O:29][CH2:28][CH2:27]3)=[O:22])=[CH:17][CH:18]=2)[C:7](=[O:11])[C:8]=1[O:9][CH3:10], predict the reactants needed to synthesize it. (3) Given the product [N+:26]([C:22]1[N:21]=[C:20]([N:4]2[CH2:5][CH2:6][N:1]([CH2:7][CH2:8][CH2:9][NH:10][C:11]([CH:13]3[CH2:18][CH2:17][CH2:16][CH2:15][CH2:14]3)=[O:12])[CH2:2][CH2:3]2)[CH:25]=[CH:24][CH:23]=1)([O-:28])=[O:27], predict the reactants needed to synthesize it. The reactants are: [N:1]1([CH2:7][CH2:8][CH2:9][NH:10][C:11]([CH:13]2[CH2:18][CH2:17][CH2:16][CH2:15][CH2:14]2)=[O:12])[CH2:6][CH2:5][NH:4][CH2:3][CH2:2]1.Cl[C:20]1[CH:25]=[CH:24][CH:23]=[C:22]([N+:26]([O-:28])=[O:27])[N:21]=1.C(N(C(C)C)CC)(C)C.CO.CCOC(C)=O. (4) The reactants are: [Cl:1][C:2]1[CH:3]=[C:4]([S:8](Cl)(=[O:10])=[O:9])[CH:5]=[CH:6][CH:7]=1.[C:12]([C:14]1[CH:19]=[CH:18][C:17]([NH:20][C:21]([C:23]2[CH:31]=[C:30]3[C:26]([CH2:27][CH2:28][NH:29]3)=[CH:25][CH:24]=2)=[O:22])=[CH:16][C:15]=1[C:32]([F:35])([F:34])[F:33])#[N:13].N1C=CC=CC=1. Given the product [C:12]([C:14]1[CH:19]=[CH:18][C:17]([NH:20][C:21]([C:23]2[CH:31]=[C:30]3[C:26]([CH2:27][CH2:28][N:29]3[S:8]([C:4]3[CH:5]=[CH:6][CH:7]=[C:2]([Cl:1])[CH:3]=3)(=[O:10])=[O:9])=[CH:25][CH:24]=2)=[O:22])=[CH:16][C:15]=1[C:32]([F:35])([F:33])[F:34])#[N:13], predict the reactants needed to synthesize it. (5) Given the product [CH3:28][O:30][CH:3]1[N:4]2[C:12]3[CH:11]=[CH:10][CH:9]=[CH:8][C:7]=3[CH:6]=[C:5]2[CH2:15][NH:2][CH2:1]1, predict the reactants needed to synthesize it. The reactants are: [C:1]([CH2:3][N:4]1[C:12]2[C:7](=[CH:8][CH:9]=[CH:10][C:11]=2OC)[CH:6]=[C:5]1[C:15](OCC)=O)#[N:2].[H-].[Al+3].[Li+].[H-].[H-].[H-].[OH-].[Na+].[CH2:28]([O:30]CC)C. (6) Given the product [F:1][C:2]1[CH:7]=[CH:6][C:5]([F:8])=[CH:4][C:3]=1[N:9]1[CH:13]=[C:12]([C:14]2[CH:15]=[CH:16][CH:17]=[CH:18][CH:19]=2)[C:11]([C:20](=[O:21])[CH3:28])=[N:10]1, predict the reactants needed to synthesize it. The reactants are: [F:1][C:2]1[CH:7]=[CH:6][C:5]([F:8])=[CH:4][C:3]=1[N:9]1[CH:13]=[C:12]([C:14]2[CH:19]=[CH:18][CH:17]=[CH:16][CH:15]=2)[C:11]([C:20](N(OC)C)=[O:21])=[N:10]1.[Li]C.[CH3:28]COCC.